Dataset: Forward reaction prediction with 1.9M reactions from USPTO patents (1976-2016). Task: Predict the product of the given reaction. Given the reactants [OH-].[Na+].[CH3:3][N:4]1[CH:8]=[C:7](B2OC(C)(C)C(C)(C)O2)[CH:6]=[N:5]1.Br[C:19]1[CH:20]=[C:21]([CH:30]=[CH:31][CH:32]=1)[CH2:22][CH2:23][O:24][CH2:25][CH2:26][C:27]([OH:29])=[O:28], predict the reaction product. The product is: [CH3:3][N:4]1[CH:8]=[C:7]([C:19]2[CH:20]=[C:21]([CH:30]=[CH:31][CH:32]=2)[CH2:22][CH2:23][O:24][CH2:25][CH2:26][C:27]([OH:29])=[O:28])[CH:6]=[N:5]1.